Dataset: Forward reaction prediction with 1.9M reactions from USPTO patents (1976-2016). Task: Predict the product of the given reaction. Given the reactants C([O:8][C:9]1[C:14](=[O:15])[C:13]([CH2:16][C:17]([F:20])([F:19])[F:18])=[CH:12][N:11]([CH3:21])[C:10]=1[CH3:22])C1C=CC=CC=1.[H][H], predict the reaction product. The product is: [OH:8][C:9]1[C:14](=[O:15])[C:13]([CH2:16][C:17]([F:20])([F:18])[F:19])=[CH:12][N:11]([CH3:21])[C:10]=1[CH3:22].